From a dataset of Reaction yield outcomes from USPTO patents with 853,638 reactions. Predict the reaction yield, written as a fraction of the theoretical maximum amount of product (1.0 means a 100% yield; for example, 0.34 means a 34% yield). (1) The reactants are Cl.[Cl:2][C:3]1[C:11]2[C:6](=[CH:7][CH:8]=[C:9]([C:12]3[O:16][N:15]=[C:14]([C:17]4[CH:26]=[CH:25][CH:24]=[C:23]5[C:18]=4[CH2:19][CH2:20][NH:21][CH2:22]5)[N:13]=3)[CH:10]=2)[N:5]([CH:27]([CH3:29])[CH3:28])[CH:4]=1.[C:30]([O:34][CH2:35][CH3:36])(=[O:33])[CH:31]=[CH2:32]. No catalyst specified. The product is [CH2:35]([O:34][C:30](=[O:33])[CH2:31][CH2:32][N:21]1[CH2:20][CH2:19][C:18]2[C:23](=[CH:24][CH:25]=[CH:26][C:17]=2[C:14]2[N:13]=[C:12]([C:9]3[CH:10]=[C:11]4[C:6](=[CH:7][CH:8]=3)[N:5]([CH:27]([CH3:29])[CH3:28])[CH:4]=[C:3]4[Cl:2])[O:16][N:15]=2)[CH2:22]1)[CH3:36]. The yield is 0.820. (2) The reactants are [C:1]([O:5][C:6]([N:8]([CH3:15])[CH2:9][CH2:10][C:11](OC)=[O:12])=[O:7])([CH3:4])([CH3:3])[CH3:2].O.[NH2:17][NH2:18]. The catalyst is CCO. The product is [NH:17]([C:11](=[O:12])[CH2:10][CH2:9][N:8]([CH3:15])[C:6](=[O:7])[O:5][C:1]([CH3:4])([CH3:3])[CH3:2])[NH2:18]. The yield is 0.980. (3) The reactants are [CH3:1][N:2]1[C:10]2[CH:9]=[C:8]([N:11]3[CH:16]=[CH:15][C:14]([C:17]4[CH:22]=[CH:21][C:20]([C:23]([F:26])([F:25])[F:24])=[CH:19][N:18]=4)=[CH:13][C:12]3=[O:27])[CH:7]=[CH:6][C:5]=2[C:4]2[CH2:28][N:29](C(OC(C)(C)C)=O)[CH2:30][CH2:31][C:3]1=2.C1(N)C(F)=C(F)C(F)=C(N)C=1F.[ClH:51].Cl. No catalyst specified. The product is [ClH:51].[ClH:51].[CH3:1][N:2]1[C:10]2[CH:9]=[C:8]([N:11]3[CH:16]=[CH:15][C:14]([C:17]4[CH:22]=[CH:21][C:20]([C:23]([F:24])([F:25])[F:26])=[CH:19][N:18]=4)=[CH:13][C:12]3=[O:27])[CH:7]=[CH:6][C:5]=2[C:4]2[CH2:28][NH:29][CH2:30][CH2:31][C:3]1=2. The yield is 0.780.